From a dataset of Full USPTO retrosynthesis dataset with 1.9M reactions from patents (1976-2016). Predict the reactants needed to synthesize the given product. (1) Given the product [Br:8][C:6]1[CH:5]=[C:4]2[C:3](=[C:2]([F:1])[CH:7]=1)[NH:9][C:12]1[CH2:17][CH2:16][CH:15]([NH:18][C:19](=[O:23])[CH:20]([CH3:21])[CH3:22])[CH2:14][C:13]2=1, predict the reactants needed to synthesize it. The reactants are: [F:1][C:2]1[CH:7]=[C:6]([Br:8])[CH:5]=[CH:4][C:3]=1[NH:9]N.O=[C:12]1[CH2:17][CH2:16][CH:15]([NH:18][C:19](=[O:23])[CH:20]([CH3:22])[CH3:21])[CH2:14][CH2:13]1. (2) Given the product [N:1]1[C:2]2[C:3](=[CH:12][CH:13]=[CH:14][CH:15]=2)[CH:4]=[N:17][CH:18]=1, predict the reactants needed to synthesize it. The reactants are: [NH2:1][C:2]1[CH:15]=[CH:14][C:13](Cl)=[CH:12][C:3]=1[C:4](C1C=CC=CC=1)=O.[NH2:17][C:18](N)=O.O. (3) Given the product [Cl:8][C:7]1[C:2]([C:50]2[CH:49]=[CH:48][CH:47]=[C:46]([CH:44]=[O:45])[CH:51]=2)=[CH:3][C:4]([CH2:9][NH:10][C:11]([C:13]2[CH:18]=[C:17]([CH3:19])[CH:16]=[C:15]([C:20]([NH:22][CH2:23][C:24]3[C:25]([NH:37][CH:38]4[CH2:43][CH2:42][O:41][CH2:40][CH2:39]4)=[C:26]4[CH:34]=[N:33][N:32]([CH2:35][CH3:36])[C:27]4=[N:28][C:29]=3[CH2:30][CH3:31])=[O:21])[CH:14]=2)=[O:12])=[CH:5][CH:6]=1, predict the reactants needed to synthesize it. The reactants are: Br[C:2]1[CH:3]=[C:4]([CH2:9][NH:10][C:11]([C:13]2[CH:18]=[C:17]([CH3:19])[CH:16]=[C:15]([C:20]([NH:22][CH2:23][C:24]3[C:25]([NH:37][CH:38]4[CH2:43][CH2:42][O:41][CH2:40][CH2:39]4)=[C:26]4[CH:34]=[N:33][N:32]([CH2:35][CH3:36])[C:27]4=[N:28][C:29]=3[CH2:30][CH3:31])=[O:21])[CH:14]=2)=[O:12])[CH:5]=[CH:6][C:7]=1[Cl:8].[CH:44]([C:46]1[CH:47]=[C:48](B(O)O)[CH:49]=[CH:50][CH:51]=1)=[O:45].C(=O)([O-])[O-].[K+].[K+].